From a dataset of Tyrosyl-DNA phosphodiesterase HTS with 341,365 compounds. Binary Classification. Given a drug SMILES string, predict its activity (active/inactive) in a high-throughput screening assay against a specified biological target. The drug is S(Cc1noc(c1C(=O)NC(C)C)C(=O)NC(C)C)c1cc(OC)ccc1. The result is 0 (inactive).